From a dataset of Catalyst prediction with 721,799 reactions and 888 catalyst types from USPTO. Predict which catalyst facilitates the given reaction. (1) Reactant: [Cl-].O[NH3+:3].[C:4](=[O:7])([O-])[OH:5].[Na+].CS(C)=O.[CH2:13]([C:15]1[S:49][C:18]2[N:19]([CH2:33][C:34]3[CH:39]=[CH:38][C:37]([C:40]4[C:41]([C:46]#[N:47])=[CH:42][CH:43]=[CH:44][CH:45]=4)=[CH:36][C:35]=3[F:48])[C:20](=[O:32])[N:21]([CH2:24][CH2:25][N:26]3[CH2:31][CH2:30][O:29][CH2:28][CH2:27]3)[C:22](=[O:23])[C:17]=2[CH:16]=1)[CH3:14]. Product: [CH2:13]([C:15]1[S:49][C:18]2[N:19]([CH2:33][C:34]3[CH:39]=[CH:38][C:37]([C:40]4[CH:45]=[CH:44][CH:43]=[CH:42][C:41]=4[C:46]4[NH:3][C:4](=[O:7])[O:5][N:47]=4)=[CH:36][C:35]=3[F:48])[C:20](=[O:32])[N:21]([CH2:24][CH2:25][N:26]3[CH2:31][CH2:30][O:29][CH2:28][CH2:27]3)[C:22](=[O:23])[C:17]=2[CH:16]=1)[CH3:14]. The catalyst class is: 22. (2) Reactant: [OH-:1].[Na+].[C:3]1(=[O:16])[C:15]2[C:7]([C:8]3[C:13]([CH:14]=2)=[CH:12][CH:11]=[CH:10][CH:9]=3)=[CH:6][CH:5]=[CH:4]1. Product: [C:7]12([C:11]3[C:12]([C:13]4[C:9]([CH:10]=3)=[CH:9][CH:10]=[CH:11][CH:12]=4)=[CH:13][CH:14]=[CH:15]1)[C:8]1[C:14]([C:15]3[C:7]([CH:8]=1)=[CH:6][CH:5]=[CH:4][CH:3]=3)=[C:4]([C:3]([OH:1])=[O:16])[CH:5]=[CH:6]2. The catalyst class is: 113. (3) The catalyst class is: 476. Product: [C:28]([C:30]1[CH:31]=[C:32]([CH:36]=[CH:37][CH:38]=1)[C:33]([NH:24][C:20]1[C:21]([CH3:23])=[C:22]2[C:14]([C@@H:11]3[CH2:12][CH2:13][N:8]([C:6]([O:5][C:1]([CH3:4])([CH3:3])[CH3:2])=[O:7])[C:9]([CH3:27])([CH3:26])[CH2:10]3)=[CH:15][N:16]([CH3:25])[C:17]2=[N:18][CH:19]=1)=[O:34])#[N:29]. Reactant: [C:1]([O:5][C:6]([N:8]1[CH2:13][CH2:12][C@@H:11]([C:14]2[C:22]3[C:17](=[N:18][CH:19]=[C:20]([NH2:24])[C:21]=3[CH3:23])[N:16]([CH3:25])[CH:15]=2)[CH2:10][C:9]1([CH3:27])[CH3:26])=[O:7])([CH3:4])([CH3:3])[CH3:2].[C:28]([C:30]1[CH:31]=[C:32]([CH:36]=[CH:37][CH:38]=1)[C:33](O)=[O:34])#[N:29].[I-].ClC1C=CC=C[N+]=1C.CCN(C(C)C)C(C)C. (4) Reactant: [NH2:1][C:2]1[C:9]([Br:10])=[CH:8][C:7]([C:11]([F:14])([F:13])[F:12])=[CH:6][C:3]=1[CH:4]=[O:5].[NH2:15][C:16](N)=[O:17]. Product: [Br:10][C:9]1[CH:8]=[C:7]([C:11]([F:14])([F:12])[F:13])[CH:6]=[C:3]2[C:2]=1[NH:1][C:16]([OH:17])=[N:15][CH:4]2[OH:5]. The catalyst class is: 6. (5) Reactant: C(OC(=O)[NH:7][C:8]([C:11](=[O:31])[NH:12][C:13]1[S:14][C:15]([N:25]2[CH2:30][CH2:29][O:28][CH2:27][CH2:26]2)=[C:16]([C:18]2[CH:23]=[CH:22][C:21]([F:24])=[CH:20][CH:19]=2)[N:17]=1)([CH3:10])[CH3:9])(C)(C)C.Cl. Product: [NH2:7][C:8]([CH3:10])([CH3:9])[C:11]([NH:12][C:13]1[S:14][C:15]([N:25]2[CH2:30][CH2:29][O:28][CH2:27][CH2:26]2)=[C:16]([C:18]2[CH:23]=[CH:22][C:21]([F:24])=[CH:20][CH:19]=2)[N:17]=1)=[O:31]. The catalyst class is: 25. (6) Reactant: C[O:2][C:3]1[CH:8]=[CH:7][C:6]([C:9]2[CH:18]=[CH:17][CH:16]=[C:15]3[C:10]=2[CH:11]=[CH:12][N:13]=[C:14]3[NH:19][C:20]2[CH:21]=[C:22]3[C:27](=[CH:28][CH:29]=2)[N:26]=[CH:25][CH:24]=[CH:23]3)=[CH:5][N:4]=1. Product: [NH:4]1[CH:5]=[C:6]([C:9]2[CH:18]=[CH:17][CH:16]=[C:15]3[C:10]=2[CH:11]=[CH:12][N:13]=[C:14]3[NH:19][C:20]2[CH:21]=[C:22]3[C:27](=[CH:28][CH:29]=2)[N:26]=[CH:25][CH:24]=[CH:23]3)[CH:7]=[CH:8][C:3]1=[O:2]. The catalyst class is: 33.